Dataset: Full USPTO retrosynthesis dataset with 1.9M reactions from patents (1976-2016). Task: Predict the reactants needed to synthesize the given product. Given the product [NH:8]1[CH2:12][CH2:11][CH:10]([NH:13][C:14]2[CH:15]=[C:16]([C:20]3[CH:25]=[CH:24][N:23]=[C:22]([NH:27][CH2:28][CH2:29][C:30]4[CH:35]=[CH:34][C:33]([OH:36])=[CH:32][CH:31]=4)[N:21]=3)[CH:17]=[CH:18][CH:19]=2)[CH2:9]1, predict the reactants needed to synthesize it. The reactants are: C(OC([N:8]1[CH2:12][CH2:11][CH:10]([NH:13][C:14]2[CH:19]=[CH:18][CH:17]=[C:16]([C:20]3[CH:25]=[CH:24][N:23]=[C:22](Cl)[N:21]=3)[CH:15]=2)[CH2:9]1)=O)(C)(C)C.[NH2:27][CH2:28][CH2:29][C:30]1[CH:35]=[CH:34][C:33]([OH:36])=[CH:32][CH:31]=1.